From a dataset of Reaction yield outcomes from USPTO patents with 853,638 reactions. Predict the reaction yield, written as a fraction of the theoretical maximum amount of product (1.0 means a 100% yield; for example, 0.34 means a 34% yield). (1) The reactants are [NH2:1][C:2]([CH3:6])([CH3:5])[CH2:3][OH:4].[C:7](Cl)(=[O:11])[CH2:8][CH2:9][CH3:10]. The product is [OH:4][CH2:3][C:2]([NH:1][C:7](=[O:11])[CH2:8][CH2:9][CH3:10])([CH3:6])[CH3:5]. No catalyst specified. The yield is 0.320. (2) The reactants are [NH2:1][C:2]1[CH:3]=[CH:4][C:5]([F:18])=[C:6]([C@:8]2([CH3:17])[C@@H:14]([F:15])[CH2:13][O:12][CH2:11][C:10]([NH2:16])=[N:9]2)[CH:7]=1.[Cl:19][C:20]1[C:21]([CH:28]=O)=[N:22][N:23]([CH:25]([F:27])[F:26])[CH:24]=1.[B][B][B][B][B][B][B][B][B][B]. The catalyst is CO. The product is [Cl:19][C:20]1[C:21]([CH2:28][NH:1][C:2]2[CH:3]=[CH:4][C:5]([F:18])=[C:6]([C@:8]3([CH3:17])[C@@H:14]([F:15])[CH2:13][O:12][CH2:11][C:10]([NH2:16])=[N:9]3)[CH:7]=2)=[N:22][N:23]([CH:25]([F:27])[F:26])[CH:24]=1. The yield is 0.0450. (3) The product is [CH:1]1([NH:4][C:5]2[N:10]=[C:9]([C:11]3[C:19]4[C:14](=[CH:15][CH:16]=[C:17]([C:20]5[S:24][C:23]([NH2:25])=[N:22][N:21]=5)[CH:18]=4)[NH:13][CH:12]=3)[CH:8]=[N:7][CH:6]=2)[CH2:3][CH2:2]1. The yield is 0.186. The reactants are [CH:1]1([NH:4][C:5]2[N:10]=[C:9]([C:11]3[C:19]4[C:14](=[CH:15][CH:16]=[C:17]([C:20]5[S:24][C:23]([NH2:25])=[N:22][N:21]=5)[CH:18]=4)[N:13](S(C4C=CC(C)=CC=4)(=O)=O)[CH:12]=3)[CH:8]=[N:7][CH:6]=2)[CH2:3][CH2:2]1.[OH-].[K+]. The catalyst is O1CCOCC1. (4) The yield is 0.260. The reactants are C([O:4][CH2:5][C:6]1[C:11](B2OC(C)(C)C(C)(C)O2)=[CH:10][CH:9]=[CH:8][C:7]=1[N:21]1[N:30]=[CH:29][C:28]2[C:23](=[C:24]([F:35])[CH:25]=[C:26]([C:31]([CH3:34])([CH3:33])[CH3:32])[CH:27]=2)[C:22]1=[O:36])(=O)C.Cl[C:38]1[CH:39]=[C:40]([NH:46][C:47]2[CH:52]=[CH:51][C:50]([N:53]3[CH2:58][CH2:57][N:56]([CH2:59][CH3:60])[CH2:55][CH2:54]3)=[CH:49][N:48]=2)[C:41](=[O:45])[N:42]([CH3:44])[N:43]=1.P([O-])([O-])([O-])=O.[K+].[K+].[K+].C1(P(C2CCCCC2)C2C=CC=CC=2C2C(C(C)C)=CC(C(C)C)=CC=2C(C)C)CCCCC1.[Cl-].[NH4+]. The product is [C:31]([C:26]1[CH:27]=[C:28]2[C:23](=[C:24]([F:35])[CH:25]=1)[C:22](=[O:36])[N:21]([C:7]1[CH:8]=[CH:9][CH:10]=[C:11]([C:38]3[CH:39]=[C:40]([NH:46][C:47]4[CH:52]=[CH:51][C:50]([N:53]5[CH2:54][CH2:55][N:56]([CH2:59][CH3:60])[CH2:57][CH2:58]5)=[CH:49][N:48]=4)[C:41](=[O:45])[N:42]([CH3:44])[N:43]=3)[C:6]=1[CH2:5][OH:4])[N:30]=[CH:29]2)([CH3:32])([CH3:33])[CH3:34]. The catalyst is C(O)CCC.O.[Pd].[Pd].C(=CC(C=CC1C=CC=CC=1)=O)C1C=CC=CC=1.C(=CC(C=CC1C=CC=CC=1)=O)C1C=CC=CC=1.